Predict which catalyst facilitates the given reaction. From a dataset of Catalyst prediction with 721,799 reactions and 888 catalyst types from USPTO. (1) Reactant: [CH3:1][N:2]([CH3:24])[C:3](=[O:23])[O:4][C:5]1[CH:10]=[CH:9][CH:8]=[C:7]([NH:11][C:12]([C:14]2([CH2:20][O:21][CH3:22])[CH2:19][CH2:18][NH:17][CH2:16][CH2:15]2)=[O:13])[CH:6]=1.C(N(CC)C(C)C)(C)C.Cl[C:35]1[C:36]2[C:43]([CH3:44])=[CH:42][NH:41][C:37]=2[N:38]=[CH:39][N:40]=1. Product: [CH3:24][N:2]([CH3:1])[C:3](=[O:23])[O:4][C:5]1[CH:10]=[CH:9][CH:8]=[C:7]([NH:11][C:12]([C:14]2([CH2:20][O:21][CH3:22])[CH2:15][CH2:16][N:17]([C:35]3[C:36]4[C:43]([CH3:44])=[CH:42][NH:41][C:37]=4[N:38]=[CH:39][N:40]=3)[CH2:18][CH2:19]2)=[O:13])[CH:6]=1. The catalyst class is: 32. (2) Reactant: [Cl:1][C:2]1[CH:7]=[CH:6][C:5]([CH2:8][C:9]([OH:11])=O)=[CH:4][CH:3]=1.C[Si]([N-][Si](C)(C)C)(C)C.[Na+].[F:22][C:23]1[CH:32]=[CH:31][C:30]([C:33]([F:36])([F:35])[F:34])=[CH:29][C:24]=1C(OC)=O. Product: [Cl:1][C:2]1[CH:3]=[CH:4][C:5]([CH2:8][C:9]([C:24]2[CH:29]=[C:30]([C:33]([F:35])([F:36])[F:34])[CH:31]=[CH:32][C:23]=2[F:22])=[O:11])=[CH:6][CH:7]=1. The catalyst class is: 295. (3) Reactant: [O:1]=[C:2]1[CH2:7][CH2:6][N:5]([C:8]([O:10][C:11]([CH3:14])([CH3:13])[CH3:12])=[O:9])[CH2:4][CH2:3]1.[BH4-].[Na+]. Product: [OH:1][CH:2]1[CH2:3][CH2:4][N:5]([C:8]([O:10][C:11]([CH3:14])([CH3:13])[CH3:12])=[O:9])[CH2:6][CH2:7]1. The catalyst class is: 5. (4) Reactant: C([N:4]1[C@H:9]([C:10]2[C:15]([CH3:16])=[CH:14][CH:13]=[CH:12][N:11]=2)[CH2:8][CH2:7][CH2:6][C@@H:5]1[C:17]1[C:22]([CH3:23])=[CH:21][CH:20]=[CH:19][N:18]=1)C=C.C([O-])(O)=O.[Na+]. Product: [CH3:16][C:15]1[C:10]([C@H:9]2[CH2:8][CH2:7][CH2:6][C@@H:5]([C:17]3[C:22]([CH3:23])=[CH:21][CH:20]=[CH:19][N:18]=3)[NH:4]2)=[N:11][CH:12]=[CH:13][CH:14]=1. The catalyst class is: 532. (5) Reactant: [H-].[Na+].[F:3][C:4]1[CH:5]=[CH:6][C:7]([N:10]2[CH:14]=[C:13]([CH2:15][CH2:16][NH:17][C:18](=[O:31])[C:19]3[CH:24]=[C:23]([CH3:25])[CH:22]=[CH:21][C:20]=3[N:26]3[N:30]=[CH:29][CH:28]=[N:27]3)[CH:12]=[N:11]2)=[N:8][CH:9]=1.[CH2:32](I)[CH3:33].O. Product: [CH2:32]([N:17]([CH2:16][CH2:15][C:13]1[CH:12]=[N:11][N:10]([C:7]2[CH:6]=[CH:5][C:4]([F:3])=[CH:9][N:8]=2)[CH:14]=1)[C:18](=[O:31])[C:19]1[CH:24]=[C:23]([CH3:25])[CH:22]=[CH:21][C:20]=1[N:26]1[N:30]=[CH:29][CH:28]=[N:27]1)[CH3:33]. The catalyst class is: 3.